From a dataset of Catalyst prediction with 721,799 reactions and 888 catalyst types from USPTO. Predict which catalyst facilitates the given reaction. (1) Reactant: [OH-].[K+].[CH:3]1[CH:8]=[C:7]([NH:9][C:10]2[N:15]=[CH:14][CH:13]=[CH:12][CH:11]=2)[N:6]=[CH:5][CH:4]=1.[I-].[K+].Br[CH2:19][C:20]([O:22][C:23]([CH3:26])([CH3:25])[CH3:24])=[O:21]. Product: [N:15]1[CH:14]=[CH:13][CH:12]=[CH:11][C:10]=1[N:9]([C:7]1[CH:8]=[CH:3][CH:4]=[CH:5][N:6]=1)[CH2:19][C:20]([O:22][C:23]([CH3:26])([CH3:25])[CH3:24])=[O:21]. The catalyst class is: 16. (2) Reactant: [O:1]1[CH:5]=[CH:4][CH:3]=[C:2]1[C:6]1[N:11]=[C:10](S(C)(=O)=O)[N:9]=[C:8]([NH2:16])[CH:7]=1.[NH:17]1[CH:21]=[CH:20][CH:19]=[N:18]1.C(=O)([O-])[O-].[Cs+].[Cs+].O. Product: [O:1]1[CH:5]=[CH:4][CH:3]=[C:2]1[C:6]1[N:11]=[C:10]([N:17]2[CH:21]=[CH:20][CH:19]=[N:18]2)[N:9]=[C:8]([NH2:16])[CH:7]=1. The catalyst class is: 16.